This data is from Forward reaction prediction with 1.9M reactions from USPTO patents (1976-2016). The task is: Predict the product of the given reaction. (1) Given the reactants Br[C:2]1[CH:8]=[CH:7][C:5]([NH2:6])=[C:4]([F:9])[CH:3]=1.[NH:10]1[CH:15]=[CH:14][CH:13]=[CH:12][C:11]1=[O:16].C(=O)([O-])[O-].[K+].[K+], predict the reaction product. The product is: [NH2:6][C:5]1[CH:7]=[CH:8][C:2]([N:10]2[CH:15]=[CH:14][CH:13]=[CH:12][C:11]2=[O:16])=[CH:3][C:4]=1[F:9]. (2) The product is: [F:1][C:2]1[CH:3]=[CH:4][C:5]([O:21][CH3:22])=[C:6]([C:8]([CH3:19])([CH3:20])[CH2:9][C:10]([OH:14])([C:15]([F:18])([F:17])[F:16])[C:11](=[O:13])[CH3:12])[CH:7]=1. Given the reactants [F:1][C:2]1[CH:3]=[CH:4][C:5]([O:21][CH3:22])=[C:6]([C:8]([CH3:20])([CH3:19])[CH2:9][C:10]([C:15]([F:18])([F:17])[F:16])([OH:14])[CH:11]([OH:13])[CH3:12])[CH:7]=1.C(N(CC)CC)C.[Cl-].[NH4+], predict the reaction product. (3) Given the reactants [NH2:1][C@:2]1([CH2:21][OH:22])[CH2:6][CH2:5][C@H:4]([C:7]2[CH:12]=[CH:11][C:10]([CH2:13][CH2:14][CH2:15][CH2:16][CH2:17][CH2:18][CH2:19][CH3:20])=[CH:9][CH:8]=2)[CH2:3]1.[Li+].C[Si]([N-][Si](C)(C)C)(C)C.[O:33](CC1C=CC=CC=1)[P:34]([O:33][P:34](OCC1C=CC=CC=1)([O:35]CC1C=CC=CC=1)=[O:43])(=[O:43])[O:35]CC1C=CC=CC=1.Cl.C(O)C.[H][H], predict the reaction product. The product is: [NH2:1][C@:2]1([CH2:21][O:22][P:34](=[O:33])([OH:43])[OH:35])[CH2:6][CH2:5][C@H:4]([C:7]2[CH:8]=[CH:9][C:10]([CH2:13][CH2:14][CH2:15][CH2:16][CH2:17][CH2:18][CH2:19][CH3:20])=[CH:11][CH:12]=2)[CH2:3]1. (4) The product is: [CH3:1][O:2][C:3]1[CH:4]=[C:5]([CH:6]=[CH:7][CH:8]=1)[O:9][C:11]1[C:20]2[C:15](=[CH:16][CH:17]=[CH:18][CH:19]=2)[CH:14]=[C:13]([NH:21][C:22]2[CH:26]=[C:25]([CH3:27])[NH:24][N:23]=2)[N:12]=1. Given the reactants [CH3:1][O:2][C:3]1[CH:4]=[C:5]([OH:9])[CH:6]=[CH:7][CH:8]=1.Cl[C:11]1[C:20]2[C:15](=[CH:16][CH:17]=[CH:18][CH:19]=2)[CH:14]=[C:13]([NH:21][C:22]2[CH:26]=[C:25]([CH3:27])[NH:24][N:23]=2)[N:12]=1, predict the reaction product. (5) Given the reactants [CH2:1]([NH+:3]1[CH2:8][CH2:7][C:6](O)(O)[C:5]([F:12])([F:11])[CH2:4]1)[CH3:2].[NH2:13][OH:14], predict the reaction product. The product is: [CH2:1]([N:3]1[CH2:8][CH2:7][C:6](=[N:13][OH:14])[C:5]([F:12])([F:11])[CH2:4]1)[CH3:2]. (6) Given the reactants [Br:1][C:2]1[CH:7]=[CH:6][CH:5]=[CH:4][C:3]=1[F:8].C([N-]C(C)C)(C)C.[Li+].[F:17][C:18]([F:25])([F:24])[C:19](OCC)=[O:20].O, predict the reaction product. The product is: [Br:1][C:2]1[C:3]([F:8])=[C:4]([C:19](=[O:20])[C:18]([F:25])([F:24])[F:17])[CH:5]=[CH:6][CH:7]=1.